Dataset: Reaction yield outcomes from USPTO patents with 853,638 reactions. Task: Predict the reaction yield, written as a fraction of the theoretical maximum amount of product (1.0 means a 100% yield; for example, 0.34 means a 34% yield). (1) The reactants are [Cl:1][C:2]1[C:3]([F:18])=[C:4](I)[C:5]([O:14][CH2:15][CH3:16])=[C:6]([C:8]2([CH3:13])[O:12][CH2:11][CH2:10][O:9]2)[CH:7]=1.CC1(C)C(C)(C)OB(/[CH:27]=[CH:28]/[C:29]([O:31][CH2:32][CH3:33])=[O:30])O1.C(=O)([O-])[O-].[K+].[K+].ClCCl. The catalyst is O1CCOCC1.O. The product is [Cl:1][C:2]1[C:3]([F:18])=[C:4](/[CH:27]=[CH:28]/[C:29]([O:31][CH2:32][CH3:33])=[O:30])[C:5]([O:14][CH2:15][CH3:16])=[C:6]([C:8]2([CH3:13])[O:12][CH2:11][CH2:10][O:9]2)[CH:7]=1. The yield is 0.960. (2) The reactants are [CH2:1]([Mg]Br)[CH2:2][CH2:3][CH2:4][CH2:5][CH3:6].[Br:9][C:10]1[CH:17]=[CH:16][C:13]([CH:14]=[O:15])=[CH:12][CH:11]=1. The catalyst is C1COCC1. The product is [Br:9][C:10]1[CH:17]=[CH:16][C:13]([CH:14]([OH:15])[CH2:1][CH2:2][CH2:3][CH2:4][CH2:5][CH3:6])=[CH:12][CH:11]=1. The yield is 0.760. (3) The reactants are [NH2:1][C:2]([C:6]1[CH:11]=[CH:10][C:9]([O:12][CH3:13])=[C:8]([F:14])[CH:7]=1)=[CH:3][C:4]#[N:5].C(N)(=[S:17])C.Cl. The catalyst is O1CCOCC1. The product is [NH2:1][C:2]([C:6]1[CH:11]=[CH:10][C:9]([O:12][CH3:13])=[C:8]([F:14])[CH:7]=1)=[CH:3][C:4]([NH2:5])=[S:17]. The yield is 0.985. (4) The reactants are [CH3:1][C:2]1[CH:7]=[CH:6][N:5]=[CH:4][C:3]=1[N:8]1[CH2:12][CH2:11][NH:10][C:9]1=[O:13].Br[C:15]1[S:16][C:17]2[CH:23]=[CH:22][CH:21]=[CH:20][C:18]=2[N:19]=1.N[C@@H]1CCCC[C@H]1N.C(=O)([O-])[O-].[K+].[K+]. The catalyst is [Cu](I)I.O1CCOCC1. The product is [S:16]1[C:17]2[CH:23]=[CH:22][CH:21]=[CH:20][C:18]=2[N:19]=[C:15]1[N:10]1[CH2:11][CH2:12][N:8]([C:3]2[CH:4]=[N:5][CH:6]=[CH:7][C:2]=2[CH3:1])[C:9]1=[O:13]. The yield is 0.365. (5) The product is [NH2:18][CH:2]1[CH2:10][CH2:9][CH:8]2[CH:4]([CH2:5][N:6]([C:11]([O:13][C:14]([CH3:17])([CH3:16])[CH3:15])=[O:12])[CH2:7]2)[CH2:3]1. The reactants are O=[C:2]1[CH2:10][CH2:9][CH:8]2[CH:4]([CH2:5][N:6]([C:11]([O:13][C:14]([CH3:17])([CH3:16])[CH3:15])=[O:12])[CH2:7]2)[CH2:3]1.[NH3:18].CO.[BH4-].[Na+]. The yield is 1.00. The catalyst is CCO.CC(O[Ti](OC(C)C)(OC(C)C)OC(C)C)C. (6) The yield is 0.650. The reactants are C[O:2][C:3]1[CH:12]=[C:11]([CH3:13])[C:10]2[NH:9][C:8](=[O:14])[C:7]3[S:15][CH:16]=[CH:17][C:6]=3[C:5]=2[C:4]=1[C:18]1[CH:23]=[CH:22][C:21]([C:24]2([CH2:28][NH:29]C(=O)OC(C)(C)C)[CH2:27][CH2:26][CH2:25]2)=[CH:20][CH:19]=1.BrB(Br)Br.C(Cl)[Cl:42]. The product is [ClH:42].[NH2:29][CH2:28][C:24]1([C:21]2[CH:20]=[CH:19][C:18]([C:4]3[C:5]4[C:6]5[CH:17]=[CH:16][S:15][C:7]=5[C:8](=[O:14])[NH:9][C:10]=4[C:11]([CH3:13])=[CH:12][C:3]=3[OH:2])=[CH:23][CH:22]=2)[CH2:25][CH2:26][CH2:27]1. No catalyst specified. (7) The reactants are Cl[C:2]1[CH:10]=[CH:9][C:8]([S:11](=[O:15])(=[O:14])[NH:12][CH3:13])=[CH:7][C:3]=1[C:4]([OH:6])=[O:5].C(=O)([O-])[O-].[Cs+].[Cs+].[CH3:22][CH:23]([SH:25])[CH3:24].Cl. The catalyst is CN(C)C(=O)C. The product is [CH:23]([S:25][C:2]1[CH:10]=[CH:9][C:8]([S:11](=[O:15])(=[O:14])[NH:12][CH3:13])=[CH:7][C:3]=1[C:4]([OH:6])=[O:5])([CH3:24])[CH3:22]. The yield is 0.850.